Predict the reactants needed to synthesize the given product. From a dataset of Full USPTO retrosynthesis dataset with 1.9M reactions from patents (1976-2016). Given the product [Cl:1][C:2]1[C:10]([C:11]#[N:12])=[CH:9][CH:8]=[C:7]2[C:3]=1[CH:4]=[C:5]([CH:13]([F:14])[F:15])[N:6]2[CH:17]([CH3:21])[C:18]([NH2:20])=[O:19], predict the reactants needed to synthesize it. The reactants are: [Cl:1][C:2]1[C:10]([C:11]#[N:12])=[CH:9][CH:8]=[C:7]2[C:3]=1[CH:4]=[C:5]([CH:13]([F:15])[F:14])[NH:6]2.Br[CH:17]([CH3:21])[C:18]([NH2:20])=[O:19].C([O-])([O-])=O.[Cs+].[Cs+].